Dataset: Catalyst prediction with 721,799 reactions and 888 catalyst types from USPTO. Task: Predict which catalyst facilitates the given reaction. (1) Reactant: Br[C:2]1[CH:3]=[CH:4][C:5]2[C:14]3[CH2:13][CH2:12][N:11]([C:15]([O:17][C:18]([CH3:21])([CH3:20])[CH3:19])=[O:16])[CH2:10][CH2:9][C:8]=3[N:7]([CH3:22])[C:6]=2[N:23]=1.[F:24][C:25]([F:40])([F:39])[C:26]1[N:31]=[N:30][C:29]([C:32]2[CH:37]=[CH:36][NH:35][C:34](=[O:38])[CH:33]=2)=[CH:28][CH:27]=1.C([O-])([O-])=O.[Cs+].[Cs+].OC1C=CC=C2C=1N=CC=C2. Product: [CH3:22][N:7]1[C:8]2[CH2:9][CH2:10][N:11]([C:15]([O:17][C:18]([CH3:21])([CH3:20])[CH3:19])=[O:16])[CH2:12][CH2:13][C:14]=2[C:5]2[CH:4]=[CH:3][C:2]([N:35]3[CH:36]=[CH:37][C:32]([C:29]4[N:30]=[N:31][C:26]([C:25]([F:39])([F:24])[F:40])=[CH:27][CH:28]=4)=[CH:33][C:34]3=[O:38])=[N:23][C:6]1=2. The catalyst class is: 846. (2) Reactant: [C:1]([O:5][C:6]([N:8]1[CH2:13][CH2:12][CH:11]([C:14]2[NH:15][C:16]([C:20]3[CH:21]=[C:22]([CH:26]=[CH:27][C:28]=3[CH3:29])[C:23](O)=[O:24])=[C:17]([CH3:19])[N:18]=2)[CH2:10][CH2:9]1)=[O:7])([CH3:4])([CH3:3])[CH3:2].Cl.[NH:31]1[CH2:34][CH:33]([C:35]2[CH:42]=[CH:41][C:38]([C:39]#[N:40])=[CH:37][CH:36]=2)[CH2:32]1.CCN=C=NCCCN(C)C.C1C=CC2N(O)N=NC=2C=1.CCN(C(C)C)C(C)C. Product: [C:39]([C:38]1[CH:37]=[CH:36][C:35]([CH:33]2[CH2:32][N:31]([C:23]([C:22]3[CH:26]=[CH:27][C:28]([CH3:29])=[C:20]([C:16]4[N:15]=[C:14]([CH:11]5[CH2:10][CH2:9][N:8]([C:6]([O:5][C:1]([CH3:3])([CH3:2])[CH3:4])=[O:7])[CH2:13][CH2:12]5)[NH:18][C:17]=4[CH3:19])[CH:21]=3)=[O:24])[CH2:34]2)=[CH:42][CH:41]=1)#[N:40]. The catalyst class is: 3. (3) Reactant: [CH2:1]([N:3]=[C:4]=[S:5])[CH3:2].[C:6]([O:10]C)(=O)[CH2:7][SH:8].C(N(CC)CC)C.O. Product: [CH3:2][CH2:1][N:3]1[C:4](=[S:5])[S:8][CH2:7][C:6]1=[O:10]. The catalyst class is: 4. (4) Reactant: [O:1]=[C:2]([C:9]1[CH:14]=[C:13]([F:15])[C:12]([F:16])=[C:11]([F:17])[C:10]=1[F:18])[CH2:3][C:4]([O:6][CH2:7][CH3:8])=[O:5].[CH3:19]C(OC(C)=O)=O.C(OCC)(OCC)OCC.[NH2:36][C:37]1([CH2:41][CH:42]([OH:44])[CH3:43])[CH2:40][CH2:39][CH2:38]1. Product: [OH:44][CH:42]([CH3:43])[CH2:41][C:37]1([NH:36][CH:19]=[C:3]([C:2](=[O:1])[C:9]2[CH:14]=[C:13]([F:15])[C:12]([F:16])=[C:11]([F:17])[C:10]=2[F:18])[C:4]([O:6][CH2:7][CH3:8])=[O:5])[CH2:40][CH2:39][CH2:38]1. The catalyst class is: 11. (5) Product: [CH2:23]([O:1][C:2]1[C:11]2[C:10](=[O:12])[O:9][C:8]([CH3:13])([CH3:14])[O:7][C:6]=2[CH:5]=[C:4]([O:15][CH3:16])[CH:3]=1)[C:24]1[CH:29]=[CH:28][CH:27]=[CH:26][CH:25]=1. Reactant: [OH:1][C:2]1[C:11]2[C:10](=[O:12])[O:9][C:8]([CH3:14])([CH3:13])[O:7][C:6]=2[CH:5]=[C:4]([O:15][CH3:16])[CH:3]=1.C(=O)([O-])[O-].[K+].[K+].[CH2:23](Br)[C:24]1[CH:29]=[CH:28][CH:27]=[CH:26][CH:25]=1. The catalyst class is: 9. (6) Reactant: Cl.[C:2]([O:6][C:7](=[O:17])[C@@H:8]([NH2:16])[CH2:9][C:10]1[CH:15]=[CH:14][CH:13]=[CH:12][CH:11]=1)([CH3:5])([CH3:4])[CH3:3].C(N(CC)CC)C.[Cl:25][CH2:26][C:27](Cl)=[O:28]. Product: [C:2]([O:6][C:7](=[O:17])[C@@H:8]([NH:16][C:27](=[O:28])[CH2:26][Cl:25])[CH2:9][C:10]1[CH:15]=[CH:14][CH:13]=[CH:12][CH:11]=1)([CH3:5])([CH3:3])[CH3:4]. The catalyst class is: 46.